This data is from Forward reaction prediction with 1.9M reactions from USPTO patents (1976-2016). The task is: Predict the product of the given reaction. (1) Given the reactants CS(C)=O.FC(F)(F)C(OC(=O)C(F)(F)F)=O.[Cl:18][C:19]1[CH:24]=[CH:23][C:22]([CH:25]([OH:34])[CH:26]([C:28]2[CH:33]=[CH:32][N:31]=[CH:30][CH:29]=2)[OH:27])=[CH:21][C:20]=1OC.C(N(CC)CC)C.[Cl:44]CCl, predict the reaction product. The product is: [Cl:44][C:20]1[CH:21]=[C:22]([C:25](=[O:34])[C:26]([C:28]2[CH:33]=[CH:32][N:31]=[CH:30][CH:29]=2)=[O:27])[CH:23]=[CH:24][C:19]=1[Cl:18]. (2) The product is: [NH:5]1[CH2:6][CH2:7][O:8][C@H:3]([C@H:1]([C:16]2[CH:21]=[CH:20][CH:19]=[CH:18][CH:17]=2)[OH:2])[CH2:4]1. Given the reactants [CH:1]([C@H:3]1[O:8][CH2:7][CH2:6][N:5](C(OC(C)(C)C)=O)[CH2:4]1)=[O:2].[C:16]1([Mg]Br)[CH:21]=[CH:20][CH:19]=[CH:18][CH:17]=1, predict the reaction product. (3) Given the reactants [F:1][C:2]1[CH:7]=[CH:6][CH:5]=[CH:4][C:3]=1[CH2:8][C:9]([CH:11]1[CH2:16][CH2:15][N:14]([CH2:17][C:18]2[C:19](=[O:24])[NH:20][CH:21]=[CH:22][N:23]=2)[CH2:13][CH2:12]1)=O.Cl.[NH2:26][OH:27].C(=O)([O-])[O-].[Na+].[Na+].[Cl-].[NH4+], predict the reaction product. The product is: [OH:27][N:26]=[C:9]([CH:11]1[CH2:16][CH2:15][N:14]([CH2:17][C:18]2[C:19](=[O:24])[NH:20][CH:21]=[CH:22][N:23]=2)[CH2:13][CH2:12]1)[CH2:8][C:3]1[CH:4]=[CH:5][CH:6]=[CH:7][C:2]=1[F:1]. (4) The product is: [N:13]1([CH2:8][C:7]2[CH:10]=[CH:11][C:4]([N+:1]([O-:3])=[O:2])=[CH:5][CH:6]=2)[CH2:16][CH2:15][CH2:14]1. Given the reactants [N+:1]([C:4]1[CH:11]=[CH:10][C:7]([CH:8]=O)=[CH:6][CH:5]=1)([O-:3])=[O:2].Cl.[NH:13]1[CH2:16][CH2:15][CH2:14]1.C([BH3-])#N.[Na+], predict the reaction product.